Dataset: Experimentally validated miRNA-target interactions with 360,000+ pairs, plus equal number of negative samples. Task: Binary Classification. Given a miRNA mature sequence and a target amino acid sequence, predict their likelihood of interaction. (1) The miRNA is hsa-miR-4673 with sequence UCCAGGCAGGAGCCGGACUGGA. The protein sequence of the target gene is MEGSEPVAAHQGEEASCSSWGTGSTNKNLPIMSTASVEIDDALYSRQRYVLGDTAMQKMAKSHVFLSGMGGLGLEIAKNLVLAGIKAVTIHDTEKCQAWDLGTNFFLSEDDVVNKRNRAEAVLKHIAELNPYVHVTSSSVPFNETTDLSFLDKYQCVVLTEMKLPLQKKINDFCRSQCPPIKFISADVHGIWSRLFCDFGDEFEVLDTTGEEPKEIFISNITQANPGIVTCLENHPHKLETGQFLTFREINGMTGLNGSIQQITVISPFSFSIGDTTELEPYLHGGIAVQVKTPKTVFFE.... Result: 1 (interaction). (2) The miRNA is hsa-miR-133b with sequence UUUGGUCCCCUUCAACCAGCUA. The protein sequence of the target gene is MAAQCVTKVALNVSCANLLDKDIGSKSDPLCVLFLNTSGQQWYEVERTERIKNCLNPQFSKTFIIDYYFEVVQKLKFGVYDIDNKTIELSDDDFLGECECTLGQIVSSKKLTRPLVMKTGRPAGKGSITISAEEIKDNRVVLFEMEARKLDNKDLFGKSDPYLEFHKQTSDGNWLMVHRTEVVKNNLNPVWRPFKISLNSLCYGDMDKTIKVECYDYDNDGSHDLIGTFQTTMTKLKEASRSSPVEFECINEKKRQKKKSYKNSGVISVKQCEITVECTFLDYIMGGCQLNFTVGVDFTG.... Result: 1 (interaction). (3) The miRNA is mmu-miR-340-5p with sequence UUAUAAAGCAAUGAGACUGAUU. The protein sequence of the target gene is MGRGLLRGLWPLHIVLWTRIASTIPPHVPKSDVEMEAQKDASIHLSCNRTIHPLKHFNSDVMASDNGGAVKLPQLCKFCDVRLSTCDNQKSCMSNCSITAICEKPHEVCVAVWRKNDKNITLETVCHDPKLTYHGFTLEDAASPKCVMKEKKRAGETFFMCACNMEECNDYIIFSEEYTTSSPDLLLVIIQVTGVSLLPPLGIAIAVIIIFYCYRVHRQQKLSPSWESSKPRKLMDFSDNCAIILEDDRSDISSTCANNINHNTELLPIELDTLVGKGRFAEVYKAKLKQNTSEQFETVA.... Result: 1 (interaction). (4) The miRNA is mmu-miR-5128 with sequence CAAUUGGGGCUGGCGAGAUGGCU. The protein sequence of the target gene is MHHQQRMAALGTDKELSDLLDFSAMFSPPVSSGKNGPTSLASGHFTGSNVEDRSSSGSWGTGGHPSPSRNYGDGTPYDHMTSRDLGSHDNLSPPFVNSRIQSKTERGSYSSYGRENVQGCHQQSLLGGDMDMGNPGTLSPTKPGSQYYQYSSNNARRRPLHSSAMEVQTKKVRKVPPGLPSSVYAPSASTADYNRDSPGYPSSKPAASTFPSSFFMQDGHHSSDPWSSSSGMNQPGYGGMLGNSSHIPQSSSYCSLHPHERLSYPSHSSADINSSLPPMSTFHRSGTNHYSTSSCTPPAN.... Result: 0 (no interaction). (5) The miRNA is hsa-miR-425-5p with sequence AAUGACACGAUCACUCCCGUUGA. The protein sequence of the target gene is MPRIDADLKLDFKDVLLRPKRSSLKSRSEVDLERTFTFRNSKQTYSGIPIIVANMDTVGTFEMAVVMSQHAMFTAVHKHYSLDDWKCFAETHPECLQHVAVSSGSGQNDLERMSRILEAVPQVKFICLDVANGYSEHFVEFVKLVRSKFPEHTIMAGNVVTGEMVEELILSGADIIKVGVGPGSVCTTRTKTGVGYPQLSAVIECADSAHGLKGHIISDGGCTCPGDVAKAFGAGADFVMLGGMFSGHTECAGEVIERNGQKLKLFYGMSSDTAMKKHAGGVAEYRASEGKTVEVPYKGD.... Result: 0 (no interaction). (6) The miRNA is hsa-miR-873-5p with sequence GCAGGAACUUGUGAGUCUCCU. The protein sequence of the target gene is MEKIEEQFANLHIVKCSLGTKEPTYLLGIDTSKTVQAGKENLVAVLCSNGSIRIYDKERLNVLREFSGYPGLLNGVRFANSCDSVYSACTDGTVKCWDARVAREKPVQLFKGYPSNIFISFDINCNDHIICAGTEKVDDDALLVFWDARMNSQNLSTTKDSLGAYSETHSDDVTQVRFHPSNPNMVVSGSSDGLVNVFDINIDNEEDALVTTCNSISSVSCIGWSGKGYKQIYCMTHDEGFYWWDLNHLDTDEPVTRLNIQDVREVVNMKEDALDYLIGGLYHEKTDTLHVIGGTNKGRI.... Result: 0 (no interaction). (7) The miRNA is hsa-miR-4535 with sequence GUGGACCUGGCUGGGAC. The protein sequence of the target gene is MSYYGSSYRIVNVDSKYPGYPPEHAIAEKRRARRRLLHKDGSCNVYFKHIFGEWGSYMVDIFTTLVDTKWRHMFVIFSLSYILSWLIFGSIFWLIAFHHGDLLSDPDITPCVDNVHSFTAAFLFSLETQTTIGYGYRCVTEECSVAVLTVILQSILSCIINTFIIGAALAKMATARKRAQTIRFSYFALIGMRDGKLCLMWRIGDFRPNHVVEGTVRAQLLRYSEDSEGRMTMAFKDLKLVNDQIILVTPVTIVHEIDHESPLYALDRKAVAKDNFEILVTFIYTGDSTGTSHQSRSSYI.... Result: 0 (no interaction). (8) The miRNA is hsa-miR-1271-5p with sequence CUUGGCACCUAGCAAGCACUCA. The protein sequence of the target gene is MKLNISFPATGCQKLIEVDDERKLRTFYEKRMATEVAADALGEEWKGYVVRISGGNDKQGFPMKQGVLTHGRVRLLLSKGHSCYRPRRTGERKRKSVRGCIVDANLSVLNLVIVKKGEKDIPGLTDTTVPRRLGPKRASRIRKLFNLSKEDDVRQYVVRKPLNKEGKKPRTKAPKIQRLVTPRVLQHKRRRIALKKQRTKKNKEEAAEYAKLLAKRMKEAKEKRQEQIAKRRRLSSLRASTSKSESSQK. Result: 0 (no interaction). (9) The miRNA is hsa-miR-6829-3p with sequence UGCCUCCUCCGUGGCCUCAG. The protein sequence of the target gene is MSVLRPLDKLPGLNTATILLVGTEDALLQQLADSMLKEDCASELKVHLAKSLPLPSSVNRPRIDLIVFVVNLHSKYSLQNTEESLRHVDASFFLGKVCFLATGAGRESHCSIHRHTVVKLAHTYQSPLLYCDLEVEGFRATMAQRLVRVLQICAGHVPGVSALNLLSLLRSSEGPSLEDL. Result: 1 (interaction).